Dataset: Full USPTO retrosynthesis dataset with 1.9M reactions from patents (1976-2016). Task: Predict the reactants needed to synthesize the given product. Given the product [Cl:16][C:4]1[C:5](=[O:15])[N:6]([CH:9]2[CH2:14][CH2:13][CH2:12][CH2:11][CH2:10]2)[N:7]([CH3:8])[C:3]=1[CH2:2][N:28]1[CH2:27][CH2:26][N:25]([C:20]2[CH:21]=[CH:22][CH:23]=[CH:24][C:19]=2[O:18][CH3:17])[CH2:30][CH2:29]1, predict the reactants needed to synthesize it. The reactants are: Br[CH2:2][C:3]1[N:7]([CH3:8])[N:6]([CH:9]2[CH2:14][CH2:13][CH2:12][CH2:11][CH2:10]2)[C:5](=[O:15])[C:4]=1[Cl:16].[CH3:17][O:18][C:19]1[CH:24]=[CH:23][CH:22]=[CH:21][C:20]=1[N:25]1[CH2:30][CH2:29][NH:28][CH2:27][CH2:26]1.C(=O)([O-])[O-].[K+].[K+].